From a dataset of Full USPTO retrosynthesis dataset with 1.9M reactions from patents (1976-2016). Predict the reactants needed to synthesize the given product. (1) Given the product [F:9][C:4]1[CH:3]=[C:2]([N:1]2[CH:14]=[N:12][N:11]=[N:10]2)[CH:7]=[CH:6][C:5]=1[OH:8], predict the reactants needed to synthesize it. The reactants are: [NH2:1][C:2]1[CH:7]=[CH:6][C:5]([OH:8])=[C:4]([F:9])[CH:3]=1.[N-:10]=[N+:11]=[N-:12].[Na+].[CH2:14](OC(OCC)OCC)C. (2) Given the product [CH:1]1([CH2:4][O:5][C:6]2[CH:7]=[C:8]([CH:13]=[CH:14][C:15]=2[CH2:16][NH:17][S:18]([CH3:21])(=[O:20])=[O:19])[C:9]([OH:11])=[O:10])[CH2:3][CH2:2]1, predict the reactants needed to synthesize it. The reactants are: [CH:1]1([CH2:4][O:5][C:6]2[CH:7]=[C:8]([CH:13]=[CH:14][C:15]=2[CH2:16][NH:17][S:18]([CH3:21])(=[O:20])=[O:19])[C:9]([O:11]C)=[O:10])[CH2:3][CH2:2]1.Cl. (3) Given the product [F:26][C:27]1[CH:28]=[C:29]2[C:33](=[CH:34][CH:35]=1)[N:32]([C:23]([C:19]1[CH:18]=[C:17]([N:14]3[CH2:13][CH2:12][CH:11]([N:3]4[C:4]5[C:5](=[N:6][CH:7]=[CH:8][CH:9]=5)[NH:10][C:2]4=[O:1])[CH2:16][CH2:15]3)[N:22]=[CH:21][N:20]=1)=[O:24])[CH2:31][CH:30]2[CH2:36][C:37]([O:39][CH3:40])=[O:38], predict the reactants needed to synthesize it. The reactants are: [O:1]=[C:2]1[NH:10][C:5]2=[N:6][CH:7]=[CH:8][CH:9]=[C:4]2[N:3]1[CH:11]1[CH2:16][CH2:15][N:14]([C:17]2[N:22]=[CH:21][N:20]=[C:19]([C:23](O)=[O:24])[CH:18]=2)[CH2:13][CH2:12]1.[F:26][C:27]1[CH:28]=[C:29]2[C:33](=[CH:34][CH:35]=1)[NH:32][CH2:31][CH:30]2[CH2:36][C:37]([O:39][CH3:40])=[O:38].CN(C(ON1N=NC2C=CC=CC1=2)=[N+](C)C)C.[B-](F)(F)(F)F.C(N(CC)CC)C. (4) Given the product [C:18]([C:22]1[N:27]=[CH:26][C:25]([O:28][CH2:29][C:30]([NH:2][CH2:3][C:4]2[CH:9]=[C:8]([F:10])[C:7]([NH:11][S:12]([CH3:15])(=[O:14])=[O:13])=[C:6]([C:16]#[CH:17])[CH:5]=2)=[O:31])=[CH:24][CH:23]=1)([CH3:21])([CH3:19])[CH3:20], predict the reactants needed to synthesize it. The reactants are: Cl.[NH2:2][CH2:3][C:4]1[CH:9]=[C:8]([F:10])[C:7]([NH:11][S:12]([CH3:15])(=[O:14])=[O:13])=[C:6]([C:16]#[CH:17])[CH:5]=1.[C:18]([C:22]1[N:27]=[CH:26][C:25]([O:28][CH2:29][C:30](O)=[O:31])=[CH:24][CH:23]=1)([CH3:21])([CH3:20])[CH3:19].CN1C(=O)CCC1. (5) Given the product [CH:74]([O:73][C:70]1[CH:71]=[CH:72][C:67]([NH:66][C:17]([N:19]2[CH2:20][CH2:21][CH:22]([C:25]3[C:34]4[C:29](=[CH:30][C:31]([O:35][CH2:36][CH2:37][CH2:38][NH:39][S:40]([CH3:43])(=[O:41])=[O:42])=[CH:32][CH:33]=4)[N:28]=[CH:27][N:26]=3)[CH2:23][CH2:24]2)=[O:18])=[CH:68][CH:69]=1)([CH3:76])[CH3:75], predict the reactants needed to synthesize it. The reactants are: C(O)(C(F)(F)F)=O.C(Cl)(Cl)Cl.C(O[C:17]([N:19]1[CH2:24][CH2:23][CH:22]([C:25]2[C:34]3[C:29](=[CH:30][C:31]([O:35][CH2:36][CH2:37][CH2:38][NH:39][S:40]([CH2:43]C)(=[O:42])=[O:41])=[CH:32][CH:33]=3)[N:28]=[CH:27][N:26]=2)[CH2:21][CH2:20]1)=[O:18])(C)(C)C.[Al].CCN(C(C)C)C(C)C.[N+](C1C=CC(OC(=O)[NH:66][C:67]2[CH:72]=[CH:71][C:70]([O:73][CH:74]([CH3:76])[CH3:75])=[CH:69][CH:68]=2)=CC=1)([O-])=O. (6) Given the product [OH:40][C:41]([CH3:70])([CH3:71])[CH2:42][C@@:43]1([C:64]2[CH:69]=[CH:68][CH:67]=[CH:66][CH:65]=2)[O:48][C:47](=[O:49])[N:46]([C@H:50]([C:52]2[CH:57]=[CH:56][C:55]([CH:58]3[CH2:63][CH2:62][N:61]([C:28]([C@@H:24]4[CH2:25][CH2:26][CH2:27][O:23]4)=[O:30])[CH2:60][CH2:59]3)=[CH:54][CH:53]=2)[CH3:51])[CH2:45][CH2:44]1, predict the reactants needed to synthesize it. The reactants are: F[B-](F)(F)F.N1(OC(N(C)C)=[N+](C)C)C2C=CC=CC=2N=N1.[O:23]1[CH2:27][CH2:26][CH2:25][C@H:24]1[C:28]([OH:30])=O.C(N(C(C)C)CC)(C)C.[OH:40][C:41]([CH3:71])([CH3:70])[CH2:42][C@@:43]1([C:64]2[CH:69]=[CH:68][CH:67]=[CH:66][CH:65]=2)[O:48][C:47](=[O:49])[N:46]([C@H:50]([C:52]2[CH:57]=[CH:56][C:55]([CH:58]3[CH2:63][CH2:62][NH:61][CH2:60][CH2:59]3)=[CH:54][CH:53]=2)[CH3:51])[CH2:45][CH2:44]1. (7) The reactants are: [Br:1][C:2]1[CH:7]=[CH:6][C:5](/[C:8](=[N:22]\[O:23][CH2:24][CH3:25])/[CH:9]2[CH2:14][CH2:13][N:12]([C:15]3([CH3:21])[CH2:20][CH2:19][NH:18][CH2:17][CH2:16]3)[CH2:11][CH2:10]2)=[CH:4][CH:3]=1.[N:26]1[C:35]2[C:30](=[CH:31][CH:32]=[CH:33][C:34]=2[C:36](O)=[O:37])[CH:29]=[CH:28][CH:27]=1.CCN(CC)CC.CN(C(ON1N=NC2C=CC=NC1=2)=[N+](C)C)C.F[P-](F)(F)(F)(F)F. Given the product [Br:1][C:2]1[CH:7]=[CH:6][C:5](/[C:8](=[N:22]\[O:23][CH2:24][CH3:25])/[CH:9]2[CH2:10][CH2:11][N:12]([C:15]3([CH3:21])[CH2:20][CH2:19][N:18]([C:36]([C:34]4[CH:33]=[CH:32][CH:31]=[C:30]5[C:35]=4[N:26]=[CH:27][CH:28]=[CH:29]5)=[O:37])[CH2:17][CH2:16]3)[CH2:13][CH2:14]2)=[CH:4][CH:3]=1, predict the reactants needed to synthesize it.